Dataset: Catalyst prediction with 721,799 reactions and 888 catalyst types from USPTO. Task: Predict which catalyst facilitates the given reaction. (1) Reactant: [F:1][C:2]1[CH:7]=[CH:6][C:5]([CH:8]2[CH2:13][CH2:12][N:11]([C:14]3[C:19]([C:20]#[N:21])=[C:18]([O:22][CH2:23][C:24]([F:27])([F:26])[F:25])[N:17]=[C:16](SC)[N:15]=3)[CH2:10][CH2:9]2)=[CH:4][CH:3]=1.ClC1C=CC=C(C(OO)=O)C=1.FC1C=CC(C2CCN(C3C(C#N)=C(OCC(F)(F)F)N=C(S(C)(=O)=O)N=3)CC2)=CC=1.[N:72]1[CH:77]=[CH:76][CH:75]=[C:74]([CH2:78][NH2:79])[CH:73]=1. Product: [F:1][C:2]1[CH:7]=[CH:6][C:5]([CH:8]2[CH2:13][CH2:12][N:11]([C:14]3[C:19]([C:20]#[N:21])=[C:18]([O:22][CH2:23][C:24]([F:27])([F:26])[F:25])[N:17]=[C:16]([NH:79][CH2:78][C:74]4[CH:73]=[N:72][CH:77]=[CH:76][CH:75]=4)[N:15]=3)[CH2:10][CH2:9]2)=[CH:4][CH:3]=1. The catalyst class is: 12. (2) Reactant: [CH3:1][C:2]1[C:7]([CH3:8])=[N:6][C:5]([O:9]CC2C=CC=CC=2)=[CH:4][N:3]=1. Product: [CH3:1][C:2]1[N:3]=[CH:4][C:5]([OH:9])=[N:6][C:7]=1[CH3:8]. The catalyst class is: 19.